The task is: Predict the product of the given reaction.. This data is from Forward reaction prediction with 1.9M reactions from USPTO patents (1976-2016). (1) Given the reactants [CH3:1][C:2]1[CH:7]=[CH:6][N:5]=[CH:4][C:3]=1[N:8]1[CH2:12][CH2:11][NH:10][C:9]1=[O:13].[CH3:14][O:15][C:16](=[O:24])[C:17]1[CH:22]=[CH:21][C:20](Br)=[CH:19][CH:18]=1.N[C@@H]1CCCC[C@H]1N.C(=O)([O-])[O-].[K+].[K+], predict the reaction product. The product is: [CH3:14][O:15][C:16](=[O:24])[C:17]1[CH:22]=[CH:21][C:20]([N:10]2[CH2:11][CH2:12][N:8]([C:3]3[CH:4]=[N:5][CH:6]=[CH:7][C:2]=3[CH3:1])[C:9]2=[O:13])=[CH:19][CH:18]=1. (2) Given the reactants [CH3:1][O:2][CH2:3][CH2:4][O:5][C:6]1[CH:7]=[C:8]2[C:12](=[C:13]([NH:15][S:16]([C:19]3[CH:24]=[CH:23][CH:22]=[CH:21][N:20]=3)(=[O:18])=[O:17])[CH:14]=1)[NH:11][C:10]([C:25]([O:27][CH2:28][CH3:29])=[O:26])=[CH:9]2.[C:30](=O)([O-])[O-].[K+].[K+].CI, predict the reaction product. The product is: [CH3:1][O:2][CH2:3][CH2:4][O:5][C:6]1[CH:7]=[C:8]2[C:12](=[C:13]([N:15]([CH3:30])[S:16]([C:19]3[CH:24]=[CH:23][CH:22]=[CH:21][N:20]=3)(=[O:17])=[O:18])[CH:14]=1)[NH:11][C:10]([C:25]([O:27][CH2:28][CH3:29])=[O:26])=[CH:9]2. (3) Given the reactants [Cl:1][C:2]1[CH:3]=[C:4]([C:12]2[O:16][N:15]=[C:14]([C:17]3[CH:18]=[CH:19][CH:20]=[C:21]4[C:25]=3[N:24]([CH3:26])[CH:23]=[C:22]4[C:27]([NH:29][CH2:30][CH2:31][C:32]([O:34]CC)=[O:33])=[O:28])[N:13]=2)[CH:5]=[CH:6][C:7]=1[O:8][CH:9]([CH3:11])[CH3:10].[OH-].[Na+].Cl, predict the reaction product. The product is: [Cl:1][C:2]1[CH:3]=[C:4]([C:12]2[O:16][N:15]=[C:14]([C:17]3[CH:18]=[CH:19][CH:20]=[C:21]4[C:25]=3[N:24]([CH3:26])[CH:23]=[C:22]4[C:27]([NH:29][CH2:30][CH2:31][C:32]([OH:34])=[O:33])=[O:28])[N:13]=2)[CH:5]=[CH:6][C:7]=1[O:8][CH:9]([CH3:10])[CH3:11]. (4) Given the reactants C[O:2][C:3](=[O:26])[C:4]1[CH:9]=[CH:8][C:7]([NH:10][C:11]([NH:13][C:14]2[CH:19]=[N:18][C:17]([C:20]([F:23])([F:22])[F:21])=[CH:16][N:15]=2)=[O:12])=[C:6]([O:24][CH3:25])[CH:5]=1.CO.O.[OH-].[Li+], predict the reaction product. The product is: [CH3:25][O:24][C:6]1[CH:5]=[C:4]([CH:9]=[CH:8][C:7]=1[NH:10][C:11]([NH:13][C:14]1[CH:19]=[N:18][C:17]([C:20]([F:23])([F:21])[F:22])=[CH:16][N:15]=1)=[O:12])[C:3]([OH:26])=[O:2]. (5) Given the reactants [CH:1]1([S:4]([C:7]2[CH:12]=[CH:11][C:10]([CH:13]([CH2:37][CH:38]3[CH2:43][CH2:42][O:41][CH2:40][CH2:39]3)[C:14](=O)[CH2:15][CH2:16][C:17]([C:19]3[CH:24]=[CH:23][C:22]([CH:25]([O:29]C4CCCCO4)[CH2:26][O:27][CH3:28])=[CH:21][N:20]=3)=O)=[CH:9][CH:8]=2)(=[O:6])=[O:5])[CH2:3][CH2:2]1.C([O-])(=O)C.[NH4+:48].[OH-].[Na+], predict the reaction product. The product is: [CH:1]1([S:4]([C:7]2[CH:8]=[CH:9][C:10]([CH:13]([C:14]3[NH:48][C:17]([C:19]4[N:20]=[CH:21][C:22]([CH:25]([OH:29])[CH2:26][O:27][CH3:28])=[CH:23][CH:24]=4)=[CH:16][CH:15]=3)[CH2:37][CH:38]3[CH2:43][CH2:42][O:41][CH2:40][CH2:39]3)=[CH:11][CH:12]=2)(=[O:5])=[O:6])[CH2:3][CH2:2]1. (6) Given the reactants O.[OH-].[Li+].[Cl:4][C:5]1[CH:10]=[C:9]([O:11][C:12]([F:15])([F:14])[F:13])[CH:8]=[C:7]([Cl:16])[C:6]=1[NH:17][C:18]([NH:20][C:21]1[C:22]([C:31]([NH:33][CH:34]([C@H:39]2[CH2:44][CH2:43][C@H:42]([C:45]([F:48])([F:47])[F:46])[CH2:41][CH2:40]2)[C:35]([O:37]C)=[O:36])=[O:32])=[CH:23][C:24]2[C:29]([CH:30]=1)=[CH:28][CH:27]=[CH:26][CH:25]=2)=[O:19].CO.Cl, predict the reaction product. The product is: [Cl:4][C:5]1[CH:10]=[C:9]([O:11][C:12]([F:13])([F:14])[F:15])[CH:8]=[C:7]([Cl:16])[C:6]=1[NH:17][C:18]([NH:20][C:21]1[C:22]([C:31]([NH:33][CH:34]([C@H:39]2[CH2:44][CH2:43][C@H:42]([C:45]([F:46])([F:47])[F:48])[CH2:41][CH2:40]2)[C:35]([OH:37])=[O:36])=[O:32])=[CH:23][C:24]2[C:29]([CH:30]=1)=[CH:28][CH:27]=[CH:26][CH:25]=2)=[O:19]. (7) The product is: [C:1]([Si:5]([CH3:27])([CH3:26])[O:6][C:7]1[C:11]([CH2:12][C:13]2[CH:18]=[CH:17][C:16]([O:19][CH3:20])=[CH:15][C:14]=2[F:21])=[C:10]([C:22]([F:24])([F:23])[F:25])[N:9]([CH:28]([CH3:33])[CH3:29])[N:8]=1)([CH3:3])([CH3:2])[CH3:4]. Given the reactants [C:1]([Si:5]([CH3:27])([CH3:26])[O:6][C:7]1[C:11]([CH2:12][C:13]2[CH:18]=[CH:17][C:16]([O:19][CH3:20])=[CH:15][C:14]=2[F:21])=[C:10]([C:22]([F:25])([F:24])[F:23])[NH:9][N:8]=1)([CH3:4])([CH3:3])[CH3:2].[CH:28]1[CH:33]=CC(P(C2C=CC=CC=2)C2C=CC=CC=2)=C[CH:29]=1.N(C(OCC)=O)=NC(OCC)=O.C1(C)C=CC=CC=1, predict the reaction product. (8) Given the reactants C([CH2:8][NH2:9])C1C=CC=CC=1.[C:10]([O:14][C:15]([N:17]1[CH2:22][CH2:21][C:20](=O)[CH2:19][CH2:18]1)=[O:16])([CH3:13])([CH3:12])[CH3:11].C(O[BH-](O[C:34](=O)[CH3:35])OC(=O)C)(=O)C.[Na+].[C:38](O)(=O)C.[CH2:42]1[CH2:46]O[CH2:44][CH2:43]1, predict the reaction product. The product is: [C:10]([O:14][C:15]([N:17]1[CH2:22][CH2:21][CH:20]([N:9]([CH2:8][C:34]2[CH:35]=[CH:46][CH:42]=[CH:43][CH:44]=2)[CH3:38])[CH2:19][CH2:18]1)=[O:16])([CH3:13])([CH3:12])[CH3:11]. (9) Given the reactants Br[CH:2]([CH2:7][CH:8](Br)[CH3:9])[C:3]([O:5][CH3:6])=[O:4].[C:11]1([CH2:17][NH2:18])[CH:16]=[CH:15][CH:14]=[CH:13][CH:12]=1, predict the reaction product. The product is: [CH2:17]([N:18]1[CH:8]([CH3:9])[CH2:7][CH:2]1[C:3]([O:5][CH3:6])=[O:4])[C:11]1[CH:16]=[CH:15][CH:14]=[CH:13][CH:12]=1.